From a dataset of Full USPTO retrosynthesis dataset with 1.9M reactions from patents (1976-2016). Predict the reactants needed to synthesize the given product. Given the product [Cl:1][C:2]1[CH:3]=[C:4]([CH:17]=[CH:18][CH:19]=1)[CH2:5][O:6][C:7]1[CH:15]=[CH:14][C:10]([C:11]([Cl:23])=[O:12])=[CH:9][C:8]=1[Cl:16], predict the reactants needed to synthesize it. The reactants are: [Cl:1][C:2]1[CH:3]=[C:4]([CH:17]=[CH:18][CH:19]=1)[CH2:5][O:6][C:7]1[CH:15]=[CH:14][C:10]([C:11](O)=[O:12])=[CH:9][C:8]=1[Cl:16].C(Cl)(=O)C([Cl:23])=O.